The task is: Predict the reactants needed to synthesize the given product.. This data is from Full USPTO retrosynthesis dataset with 1.9M reactions from patents (1976-2016). (1) Given the product [Cl:30][C:29]1[C:24]([O:1][C:2]2[CH:7]=[C:6]([O:8][CH2:9][CH2:10][O:11][CH3:12])[CH:5]=[CH:4][C:3]=2[CH:13]([CH3:20])[CH2:14][C:15]([O:17][CH2:18][CH3:19])=[O:16])=[N:25][CH:26]=[C:27]([C:31]([F:33])([F:32])[F:34])[CH:28]=1, predict the reactants needed to synthesize it. The reactants are: [OH:1][C:2]1[CH:7]=[C:6]([O:8][CH2:9][CH2:10][O:11][CH3:12])[CH:5]=[CH:4][C:3]=1[CH:13]([CH3:20])[CH2:14][C:15]([O:17][CH2:18][CH3:19])=[O:16].[H-].[Na+].Cl[C:24]1[C:29]([Cl:30])=[CH:28][C:27]([C:31]([F:34])([F:33])[F:32])=[CH:26][N:25]=1.[Cl-].[NH4+]. (2) Given the product [CH3:1][O:2][C:3]1[CH:12]=[C:11]2[C:6]([CH2:7][CH2:8][CH:9]([N:13]([CH2:14][CH2:15][CH3:16])[CH:17]3[CH2:18][CH2:19][N:20]([C:29]([N:23]4[CH2:28][CH2:27][O:26][CH2:25][CH2:24]4)=[O:30])[CH2:21][CH2:22]3)[CH2:10]2)=[CH:5][CH:4]=1, predict the reactants needed to synthesize it. The reactants are: [CH3:1][O:2][C:3]1[CH:12]=[C:11]2[C:6]([CH2:7][CH2:8][CH:9]([N:13]([CH:17]3[CH2:22][CH2:21][NH:20][CH2:19][CH2:18]3)[CH2:14][CH2:15][CH3:16])[CH2:10]2)=[CH:5][CH:4]=1.[N:23]1([C:29](Cl)=[O:30])[CH2:28][CH2:27][O:26][CH2:25][CH2:24]1.